This data is from Full USPTO retrosynthesis dataset with 1.9M reactions from patents (1976-2016). The task is: Predict the reactants needed to synthesize the given product. (1) Given the product [Br:1][C:2]1[CH:3]=[C:4]([CH:14]=[C:15]([Cl:17])[CH:16]=1)[O:5][C:6]1[C:7]([Cl:20])=[N:8][CH:9]=[CH:10][C:11]=1[CH3:12], predict the reactants needed to synthesize it. The reactants are: [Br:1][C:2]1[CH:3]=[C:4]([CH:14]=[C:15]([Cl:17])[CH:16]=1)[O:5][C:6]1[C:7](O)=[N:8][CH:9]=[CH:10][C:11]=1[CH3:12].P(Cl)(Cl)([Cl:20])=O. (2) Given the product [CH3:16][O:17][C:8]1[N:7]=[C:6]2[CH:9]=[CH:10][NH:12][C:5]2=[CH:4][CH:3]=1, predict the reactants needed to synthesize it. The reactants are: CO[C:3]1[CH:4]=[C:5]([N+:12]([O-])=O)[C:6]([CH2:9][C:10]#N)=[N:7][CH:8]=1.C[CH2:16][OH:17].CCOC(C)=O.